Task: Predict the reaction yield, written as a fraction of the theoretical maximum amount of product (1.0 means a 100% yield; for example, 0.34 means a 34% yield).. Dataset: Reaction yield outcomes from USPTO patents with 853,638 reactions (1) The reactants are [CH2:1]([O:12][C:13]1[CH:14]=[C:15]([CH:20]=[C:21]([O:23][CH2:24][CH2:25][CH2:26][CH2:27][CH2:28][CH2:29][CH2:30][CH2:31][CH2:32][CH2:33][CH3:34])[CH:22]=1)[CH2:16][N:17]=[N+]=[N-])[CH2:2][CH2:3][CH2:4][CH2:5][CH2:6][CH2:7][CH2:8][CH2:9][CH2:10][CH3:11].ClCCl.[N-]=[N+]=[N-]. The catalyst is [Pd].CCOCC.CO. The product is [CH2:24]([O:23][C:21]1[CH:20]=[C:15]([CH:14]=[C:13]([O:12][CH2:1][CH2:2][CH2:3][CH2:4][CH2:5][CH2:6][CH2:7][CH2:8][CH2:9][CH2:10][CH3:11])[CH:22]=1)[CH2:16][NH2:17])[CH2:25][CH2:26][CH2:27][CH2:28][CH2:29][CH2:30][CH2:31][CH2:32][CH2:33][CH3:34]. The yield is 0.931. (2) The reactants are [CH2:1]([NH2:8])[C:2]1[CH:7]=[CH:6][CH:5]=[CH:4][CH:3]=1.[CH2:9]=[O:10].Cl.[C:12]1(=O)[CH2:16][CH2:15][CH2:14][CH2:13]1.[C:18](O)(C)(C)C. The catalyst is O.C(O)(=O)C. The product is [CH2:1]([N:8]1[CH2:12][CH:16]2[C:9](=[O:10])[CH:13]([CH2:14][CH2:15]2)[CH2:18]1)[C:2]1[CH:7]=[CH:6][CH:5]=[CH:4][CH:3]=1. The yield is 0.440. (3) The product is [OH:25][C@@H:23]([C@H:20]1[C:19](=[O:30])[N:18]2[C@@H:21]1[CH2:22][C:16]([C:13]1[CH:14]=[CH:15][C:10]([O:9][CH2:8][C:7]([N:1]3[CH2:6][CH2:5][O:4][CH2:3][CH2:2]3)=[O:37])=[CH:11][CH:12]=1)=[C:17]2[C:31]([O:33][CH2:34][CH:35]=[CH2:36])=[O:32])[CH3:24]. The yield is 0.970. The catalyst is C1COCC1.O.[Cl-].[Na+].O. The reactants are [N:1]1([C:7](=[O:37])[CH2:8][O:9][C:10]2[CH:15]=[CH:14][C:13]([C:16]3[CH2:22][C@H:21]4[N:18]([C:19](=[O:30])[C@@H:20]4[C@H:23]([O:25][Si](C)(C)C)[CH3:24])[C:17]=3[C:31]([O:33][CH2:34][CH:35]=[CH2:36])=[O:32])=[CH:12][CH:11]=2)[CH2:6][CH2:5][O:4][CH2:3][CH2:2]1.Cl.C(=O)([O-])O.[Na+]. (4) The reactants are [NH:1]1[CH2:6][CH2:5][CH2:4][CH:3]([CH2:7][OH:8])[CH2:2]1.[CH2:9]=[C:10]1[O:14][C:12](=[O:13])[CH2:11]1. The catalyst is O1CCCC1. The product is [OH:8][CH2:7][CH:3]1[CH2:4][CH2:5][CH2:6][N:1]([C:12](=[O:13])[CH2:11][C:10](=[O:14])[CH3:9])[CH2:2]1. The yield is 0.740.